This data is from Catalyst prediction with 721,799 reactions and 888 catalyst types from USPTO. The task is: Predict which catalyst facilitates the given reaction. Reactant: [Cl:1][C:2]1[C:3]2[C:13]([N+:14]([O-:16])=[O:15])=[C:12]([OH:17])[C:11]([O:18]C)=[CH:10][C:4]=2[S:5][C:6]=1[C:7]([OH:9])=[O:8].N1C=CC=CC=1.[Cl-].[Cl-].[Cl-].[Al+3].Cl. Product: [Cl:1][C:2]1[C:3]2[C:13]([N+:14]([O-:16])=[O:15])=[C:12]([OH:17])[C:11]([OH:18])=[CH:10][C:4]=2[S:5][C:6]=1[C:7]([OH:9])=[O:8]. The catalyst class is: 13.